This data is from Forward reaction prediction with 1.9M reactions from USPTO patents (1976-2016). The task is: Predict the product of the given reaction. Given the reactants [NH2:1][CH2:2][CH:3]([OH:6])[CH2:4][OH:5].C(#N)C.[Cl:10][CH2:11][C:12](Cl)=[O:13], predict the reaction product. The product is: [Cl:10][CH2:11][C:12]([NH:1][CH2:2][CH:3]([OH:6])[CH2:4][OH:5])=[O:13].